From a dataset of CYP2C19 inhibition data for predicting drug metabolism from PubChem BioAssay. Regression/Classification. Given a drug SMILES string, predict its absorption, distribution, metabolism, or excretion properties. Task type varies by dataset: regression for continuous measurements (e.g., permeability, clearance, half-life) or binary classification for categorical outcomes (e.g., BBB penetration, CYP inhibition). Dataset: cyp2c19_veith. (1) The molecule is COc1cccc(C2=NOC(C(=O)NCCN3CCOCC3)C2)c1. The result is 0 (non-inhibitor). (2) The compound is O=c1c(-c2cccs2)nc2cnc(Oc3cccc(Cl)c3)nc2n1C1CC1. The result is 1 (inhibitor). (3) The result is 1 (inhibitor). The compound is COCCn1c(=O)cnc2cnc(Oc3ccccc3)nc21. (4) The drug is COc1ccc(NC(=O)N2CCCC3(CCN(S(=O)(=O)c4ccccc4)CC3)C2)cc1. The result is 0 (non-inhibitor).